This data is from Catalyst prediction with 721,799 reactions and 888 catalyst types from USPTO. The task is: Predict which catalyst facilitates the given reaction. (1) Reactant: Br[C:2]1[CH:3]=[C:4]2[C:11]3([N:15]=[C:14]([NH2:16])[C:13]([CH3:17])=[N:12]3)[CH2:10][CH2:9][O:8][C:5]2=[CH:6][CH:7]=1.[F:18][C:19]1[CH:20]=[C:21](B(O)O)[CH:22]=[C:23]([F:25])[CH:24]=1.C([O-])([O-])=O.[K+].[K+]. Product: [F:18][C:19]1[CH:20]=[C:21]([C:2]2[CH:3]=[C:4]3[C:11]4([N:15]=[C:14]([NH2:16])[C:13]([CH3:17])=[N:12]4)[CH2:10][CH2:9][O:8][C:5]3=[CH:6][CH:7]=2)[CH:22]=[C:23]([F:25])[CH:24]=1. The catalyst class is: 873. (2) Reactant: [Cl:1][C:2]1[CH:7]=[CH:6][C:5]([C@@H:8]([C:22]2[CH:27]=[CH:26][CH:25]=[CH:24][N:23]=2)[O:9][CH:10]2[CH2:15][CH2:14][N:13]([CH2:16][CH2:17][CH2:18][C:19]([OH:21])=[O:20])[CH2:12][CH2:11]2)=[CH:4][CH:3]=1.O.[C:29]1([S:35]([OH:38])(=[O:37])=[O:36])[CH:34]=[CH:33][CH:32]=[CH:31][CH:30]=1. Product: [C:29]1([S:35]([OH:38])(=[O:37])=[O:36])[CH:34]=[CH:33][CH:32]=[CH:31][CH:30]=1.[Cl:1][C:2]1[CH:3]=[CH:4][C:5]([C@@H:8]([C:22]2[CH:27]=[CH:26][CH:25]=[CH:24][N:23]=2)[O:9][CH:10]2[CH2:15][CH2:14][N:13]([CH2:16][CH2:17][CH2:18][C:19]([OH:21])=[O:20])[CH2:12][CH2:11]2)=[CH:6][CH:7]=1. The catalyst class is: 13. (3) Reactant: C([Li])CCC.[CH2:6]([O:10][CH:11]1[CH2:16][CH2:15][CH2:14][CH2:13][O:12]1)[CH2:7][C:8]#[CH:9].[C:17]([NH:21][C:22]1[C:31]([CH:32]=[O:33])=[CH:30][C:29]2[C:24](=[CH:25][CH:26]=[C:27]([C:34]3[C:39]([C:40]([N:42]4[CH2:46][CH2:45][CH2:44][CH2:43]4)=[O:41])=[CH:38][CH:37]=[CH:36][C:35]=3[CH3:47])[CH:28]=2)[N:23]=1)([CH3:20])([CH3:19])[CH3:18]. Product: [C:17]([NH:21][C:22]1[C:31]([CH:32]([OH:33])[C:9]#[C:8][CH2:7][CH2:6][O:10][CH:11]2[CH2:16][CH2:15][CH2:14][CH2:13][O:12]2)=[CH:30][C:29]2[C:24](=[CH:25][CH:26]=[C:27]([C:34]3[C:35]([CH3:47])=[CH:36][CH:37]=[CH:38][C:39]=3[C:40]([N:42]3[CH2:43][CH2:44][CH2:45][CH2:46]3)=[O:41])[CH:28]=2)[N:23]=1)([CH3:20])([CH3:18])[CH3:19]. The catalyst class is: 683. (4) Reactant: [CH2:1]([C:4]1[CH:10]=[CH:9][C:7]([NH2:8])=[CH:6][CH:5]=1)[CH2:2][CH3:3].[C:11]([C:13]1[CH:22]=[CH:21][C:16]([C:17](=O)[CH2:18]Br)=[CH:15][CH:14]=1)#[N:12].[CH:23]([NH2:25])=O. Product: [CH2:1]([C:4]1[CH:10]=[CH:9][C:7]([N:8]2[CH:18]=[C:17]([C:16]3[CH:21]=[CH:22][C:13]([C:11]#[N:12])=[CH:14][CH:15]=3)[N:25]=[CH:23]2)=[CH:6][CH:5]=1)[CH2:2][CH3:3]. The catalyst class is: 3. (5) Reactant: [CH2:1]([O:8][C:9]1[CH:14]=[CH:13][C:12]([CH2:15][CH2:16][CH2:17][CH2:18][CH2:19][S:20](Cl)(=[O:22])=[O:21])=[CH:11][CH:10]=1)[C:2]1[CH:7]=[CH:6][CH:5]=[CH:4][CH:3]=1.[NH4+].[F-:25]. Product: [CH2:1]([O:8][C:9]1[CH:14]=[CH:13][C:12]([CH2:15][CH2:16][CH2:17][CH2:18][CH2:19][S:20]([F:25])(=[O:22])=[O:21])=[CH:11][CH:10]=1)[C:2]1[CH:7]=[CH:6][CH:5]=[CH:4][CH:3]=1. The catalyst class is: 21. (6) Reactant: CS([O:5][CH2:6][C@@H:7]1[O:11][C:10](=[O:12])[N:9]([C:13]2[CH:18]=[CH:17][C:16]([Cl:19])=[CH:15][CH:14]=2)[C@H:8]1[C:20]1[CH:25]=[C:24]([F:26])[CH:23]=[C:22]([F:27])[CH:21]=1)(=O)=O.[Cl:28][C:29]1[CH:30]=[CH:31][C:32](O)=[N:33][CH:34]=1.C([O-])([O-])=O.[K+].[K+]. Product: [Cl:19][C:16]1[CH:17]=[CH:18][C:13]([N:9]2[C@@H:8]([C:20]3[CH:25]=[C:24]([F:26])[CH:23]=[C:22]([F:27])[CH:21]=3)[C@H:7]([CH2:6][O:5][C:32]3[CH:31]=[CH:30][C:29]([Cl:28])=[CH:34][N:33]=3)[O:11][C:10]2=[O:12])=[CH:14][CH:15]=1. The catalyst class is: 384.